From a dataset of Full USPTO retrosynthesis dataset with 1.9M reactions from patents (1976-2016). Predict the reactants needed to synthesize the given product. (1) Given the product [CH3:19][N:7]1[CH:8]=[C:9]([C:11]2[CH:16]=[N:15][C:14]([CH3:17])=[CH:13][CH:12]=2)[N:10]=[C:6]1[CH:2]=[O:1], predict the reactants needed to synthesize it. The reactants are: [O:1]1CCO[CH:2]1[C:6]1[N:7]([CH3:19])[CH:8]=[C:9]([C:11]2[CH:12]=[CH:13][C:14]([CH2:17]C)=[N:15][CH:16]=2)[N:10]=1.C(Cl)Cl.Cl.C(=O)(O)[O-].[Na+]. (2) Given the product [ClH:1].[Cl:19][C:20]1[CH:21]=[C:22]([NH:23][C:2]2[C:3]3[N:4]([C:15]([CH3:18])=[CH:16][CH:17]=3)[C:5]([C:8]([NH:10][CH2:11][CH2:12][O:13][CH3:14])=[O:9])=[CH:6][N:7]=2)[CH:24]=[CH:25][CH:26]=1, predict the reactants needed to synthesize it. The reactants are: [Cl:1][C:2]1[C:3]2[N:4]([C:15]([CH3:18])=[CH:16][CH:17]=2)[C:5]([C:8]([NH:10][CH2:11][CH2:12][O:13][CH3:14])=[O:9])=[CH:6][N:7]=1.[Cl:19][C:20]1[CH:21]=[C:22]([CH:24]=[CH:25][CH:26]=1)[NH2:23].CS(O)(=O)=O.Cl.